The task is: Predict the product of the given reaction.. This data is from Forward reaction prediction with 1.9M reactions from USPTO patents (1976-2016). Given the reactants S(=O)(=O)(O)O.[Cl:6][C:7]1[N:8]=[N:9][C:10]([Cl:13])=[CH:11][CH:12]=1.[CH3:14][C:15]1(C(O)=O)[CH2:20][CH2:19][CH2:18][CH2:17][CH2:16]1.S(OOS([O-])(=O)=O)([O-])(=O)=O.[NH4+].[NH4+].N, predict the reaction product. The product is: [Cl:6][C:7]1[N:8]=[N:9][C:10]([Cl:13])=[CH:11][C:12]=1[C:15]1([CH3:14])[CH2:20][CH2:19][CH2:18][CH2:17][CH2:16]1.